Dataset: Reaction yield outcomes from USPTO patents with 853,638 reactions. Task: Predict the reaction yield, written as a fraction of the theoretical maximum amount of product (1.0 means a 100% yield; for example, 0.34 means a 34% yield). The reactants are Br[C:2]1[CH:7]=[CH:6][C:5]([NH:8][C:9]([C:11]2[C:20](=[O:21])[C:19]3[C:14](=[CH:15][CH:16]=[CH:17][CH:18]=3)[NH:13][CH:12]=2)=[O:10])=[C:4]([CH3:22])[CH:3]=1.[C:23]1(B(O)O)[CH2:28][CH2:27][CH2:26][CH2:25][CH:24]=1.C([O-])([O-])=O.[Na+].[Na+].C(#N)C. The catalyst is C(OCC)(=O)C. The product is [C:23]1([C:2]2[CH:7]=[CH:6][C:5]([NH:8][C:9]([C:11]3[C:20](=[O:21])[C:19]4[C:14](=[CH:15][CH:16]=[CH:17][CH:18]=4)[NH:13][CH:12]=3)=[O:10])=[C:4]([CH3:22])[CH:3]=2)[CH2:28][CH2:27][CH2:26][CH2:25][CH:24]=1. The yield is 0.700.